Predict the reaction yield, written as a fraction of the theoretical maximum amount of product (1.0 means a 100% yield; for example, 0.34 means a 34% yield). From a dataset of Reaction yield outcomes from USPTO patents with 853,638 reactions. The reactants are [CH3:1][C:2]1[N:3]=[C:4]([NH:7][C:8]2[N:13]=[CH:12][C:11]([S:14][CH2:15][CH2:16][C:17](OC)=O)=[CH:10][C:9]=2[O:21][C:22]2[CH:27]=[CH:26][CH:25]=[CH:24][CH:23]=2)[S:5][CH:6]=1.CC([O-])(C)C.[K+].Br.BrC[C:37]1[CH:42]=[CH:41]C=C[N:38]=1.[Cl-:43].[NH4+].Cl. The catalyst is C1COCC1. The product is [ClH:43].[ClH:43].[CH3:1][C:2]1[N:3]=[C:4]([NH:7][C:8]2[C:9]([O:21][C:22]3[CH:27]=[CH:26][CH:25]=[CH:24][CH:23]=3)=[CH:10][C:11]([S:14][CH2:15][C:16]3[CH:17]=[CH:41][CH:42]=[CH:37][N:38]=3)=[CH:12][N:13]=2)[S:5][CH:6]=1. The yield is 0.605.